From a dataset of Forward reaction prediction with 1.9M reactions from USPTO patents (1976-2016). Predict the product of the given reaction. (1) Given the reactants [C:1]([Cl:6])(=O)[C:2](Cl)=[O:3].[ClH:7].C([N:15]([CH:20]([C:22]#[N:23])[CH3:21])CC(O)=O)C1C=CC=CC=1.[C:24]([O:27][CH2:28][CH3:29])(=[O:26])[CH3:25].Cl[C:31]1[CH:36]=[CH:35]C=[CH:33][C:32]=1Cl, predict the reaction product. The product is: [CH2:28]([O:27][C:24]([CH2:25][N:15]1[C:20]([CH3:21])=[C:22]([Cl:7])[N:23]=[C:1]([Cl:6])[C:2]1=[O:3])=[O:26])[C:29]1[CH:35]=[CH:36][CH:31]=[CH:32][CH:33]=1. (2) Given the reactants [Mg].II.Br[C:5]1[CH:10]=[CH:9][CH:8]=[CH:7][C:6]=1[C:11]1[CH:16]=[CH:15][CH:14]=[CH:13][CH:12]=1.[Br:17][C:18]1[CH:19]=[C:20]([C:24]([C:26]2[CH:31]=[CH:30][CH:29]=[C:28]([Br:32])[CH:27]=2)=O)[CH:21]=[CH:22][CH:23]=1, predict the reaction product. The product is: [Br:17][C:18]1[CH:19]=[C:20]([C:24]2([C:26]3[CH:31]=[CH:30][CH:29]=[C:28]([Br:32])[CH:27]=3)[C:5]3[CH:10]=[CH:9][CH:8]=[CH:7][C:6]=3[C:11]3[C:16]2=[CH:15][CH:14]=[CH:13][CH:12]=3)[CH:21]=[CH:22][CH:23]=1. (3) Given the reactants CON(C)[C:4]([C:6]1[CH:11]=[CH:10][N:9]2[CH:12]=[CH:13][N:14]=[C:8]2[CH:7]=1)=[O:5].[C:16]([Mg]Br)#[C:17][CH3:18], predict the reaction product. The product is: [N:14]1[CH:13]=[CH:12][N:9]2[CH:10]=[CH:11][C:6]([C:4](=[O:5])[C:16]#[C:17][CH3:18])=[CH:7][C:8]=12. (4) Given the reactants CON(C)[C:4]([C:6]1[N:7]=[CH:8][S:9][C:10]=1[C:11]([F:14])([F:13])[F:12])=[O:5].[CH3:16][Mg]I, predict the reaction product. The product is: [F:12][C:11]([F:14])([F:13])[C:10]1[S:9][CH:8]=[N:7][C:6]=1[C:4](=[O:5])[CH3:16]. (5) Given the reactants Cl[C:2]1[C:21]([C:22]2[N:26](C3CCCCO3)[N:25]=[CH:24][CH:23]=2)=[CH:20][C:5]([C:6]([NH:8][C:9]2[CH:14]=[CH:13][C:12]([O:15][C:16]([F:19])([F:18])[F:17])=[CH:11][CH:10]=2)=[O:7])=[CH:4][N:3]=1.[OH:33][CH2:34][CH:35]1[O:40][CH2:39][CH2:38][NH:37][CH2:36]1.CCN(C(C)C)C(C)C.C(O)(C(F)(F)F)=O.C([O-])([O-])=O.[Na+].[Na+], predict the reaction product. The product is: [OH:33][CH2:34][CH:35]1[CH2:36][N:37]([C:2]2[C:21]([C:22]3[NH:26][N:25]=[CH:24][CH:23]=3)=[CH:20][C:5]([C:6]([NH:8][C:9]3[CH:14]=[CH:13][C:12]([O:15][C:16]([F:19])([F:17])[F:18])=[CH:11][CH:10]=3)=[O:7])=[CH:4][N:3]=2)[CH2:38][CH2:39][O:40]1. (6) Given the reactants Br[C:2]1[CH:3]=[N:4][C:5]([C:8]2[CH:13]=[CH:12][C:11]([CH2:14][C@H:15]([NH:28][C:29]([C:31]3[S:32][C:33]([C:36]([CH3:39])([CH3:38])[CH3:37])=[CH:34][CH:35]=3)=[O:30])[C:16]([NH:18][C@@H:19]([C:21]([O:23][C:24]([CH3:27])([CH3:26])[CH3:25])=[O:22])[CH3:20])=[O:17])=[CH:10][CH:9]=2)=[N:6][CH:7]=1.[F:40][C:41]1[CH:42]=[C:43](B(O)O)[CH:44]=[CH:45][C:46]=1[OH:47].O.O.O.O.O.O.O.O.O.O.C(=O)([O-])[O-].[Na+].[Na+], predict the reaction product. The product is: [C:36]([C:33]1[S:32][C:31]([C:29]([NH:28][C@@H:15]([CH2:14][C:11]2[CH:12]=[CH:13][C:8]([C:5]3[N:4]=[CH:3][C:2]([C:43]4[CH:44]=[CH:45][C:46]([OH:47])=[C:41]([F:40])[CH:42]=4)=[CH:7][N:6]=3)=[CH:9][CH:10]=2)[C:16]([NH:18][C@@H:19]([C:21]([O:23][C:24]([CH3:27])([CH3:26])[CH3:25])=[O:22])[CH3:20])=[O:17])=[O:30])=[CH:35][CH:34]=1)([CH3:39])([CH3:38])[CH3:37]. (7) Given the reactants [Cl-].[Al+3].[Cl-].[Cl-].[Cl:5][C:6]1[CH:22]=[CH:21][C:9]([NH:10][C:11]2[C:20]3[C:15](=[CH:16][CH:17]=[CH:18][CH:19]=3)[CH:14]=[N:13][N:12]=2)=[CH:8][CH:7]=1.C[Si]([C:27]#[N:28])(C)C.[C:29](Cl)(=[O:36])[C:30]1[CH:35]=[CH:34][CH:33]=[CH:32][CH:31]=1, predict the reaction product. The product is: [C:29]([N:13]1[N:12]=[C:11]([NH:10][C:9]2[CH:8]=[CH:7][C:6]([Cl:5])=[CH:22][CH:21]=2)[C:20]2[C:15](=[CH:16][CH:17]=[CH:18][CH:19]=2)[CH:14]1[C:27]#[N:28])(=[O:36])[C:30]1[CH:35]=[CH:34][CH:33]=[CH:32][CH:31]=1.